From a dataset of Catalyst prediction with 721,799 reactions and 888 catalyst types from USPTO. Predict which catalyst facilitates the given reaction. (1) The catalyst class is: 70. Product: [F:24][C:3]1[CH:4]=[CH:5][C:6]2[N:10]=[C:9]([C@@H:11]([NH:13][C:14]3[N:22]=[CH:21][N:20]=[C:19]4[C:15]=3[N:16]=[CH:17][NH:18]4)[CH3:12])[N:8]([CH3:23])[C:7]=2[C:2]=1[C:28]1[CH:29]=[CH:30][N:25]=[CH:26][CH:27]=1. Reactant: Br[C:2]1[C:7]2[N:8]([CH3:23])[C:9]([C@@H:11]([NH:13][C:14]3[N:22]=[CH:21][N:20]=[C:19]4[C:15]=3[N:16]=[CH:17][NH:18]4)[CH3:12])=[N:10][C:6]=2[CH:5]=[CH:4][C:3]=1[F:24].[N:25]1[CH:30]=[CH:29][C:28](B(O)O)=[CH:27][CH:26]=1.C(=O)([O-])[O-].[Cs+].[Cs+]. (2) Reactant: CC1C=C2N=C3C(=NC(NC3=O)=O)N(C[C@H](O)[C@H](O)[C@H](O)CO)C2=CC=1C.[F:28][C:29]1[CH:56]=[CH:55][CH:54]=[C:53]([F:57])[C:30]=1[C:31]([NH:33][C:34]1[CH:38]=[CH:37][N:36]([CH2:39][C:40]2[CH:45]=[C:44]([N+:46]([O-])=O)[CH:43]=[CH:42][C:41]=2[C:49]([F:52])([F:51])[F:50])[N:35]=1)=[O:32]. Product: [NH2:46][C:44]1[CH:43]=[CH:42][C:41]([C:49]([F:51])([F:52])[F:50])=[C:40]([CH2:39][N:36]2[CH:37]=[CH:38][C:34]([NH:33][C:31](=[O:32])[C:30]3[C:29]([F:28])=[CH:56][CH:55]=[CH:54][C:53]=3[F:57])=[N:35]2)[CH:45]=1. The catalyst class is: 63. (3) Reactant: [Cl:1][C:2]1[CH:7]=[C:6]([C:8](=[O:12])[N:9]([CH3:11])[CH3:10])[CH:5]=[CH:4][C:3]=1[N:13]([CH3:33])[C:14]([C:16]1[S:32][C:19]2[C:20]3[CH:28]=[CH:27][C:26]([C:29]([OH:31])=O)=[CH:25][C:21]=3[O:22][CH2:23][CH2:24][C:18]=2[CH:17]=1)=[O:15].[NH2:34][CH2:35][CH2:36][NH:37][C:38](=[O:40])[CH3:39].CN(C(ON1N=NC2C=CC=NC1=2)=[N+](C)C)C.F[P-](F)(F)(F)(F)F.CCN(C(C)C)C(C)C. Product: [C:38]([NH:37][CH2:36][CH2:35][NH:34][C:29]([C:26]1[CH:27]=[CH:28][C:20]2[C:19]3[S:32][C:16]([C:14]([N:13]([C:3]4[CH:4]=[CH:5][C:6]([C:8](=[O:12])[N:9]([CH3:10])[CH3:11])=[CH:7][C:2]=4[Cl:1])[CH3:33])=[O:15])=[CH:17][C:18]=3[CH2:24][CH2:23][O:22][C:21]=2[CH:25]=1)=[O:31])(=[O:40])[CH3:39]. The catalyst class is: 1. (4) Reactant: [Br:1][C:2]1[C:10]2[NH:9][C@H:8]3[CH2:11][CH2:12][NH:13][CH2:14][C@H:7]3[C:6]=2[CH:5]=[CH:4][CH:3]=1.C([O-])(=O)[C@H](C1C=CC=CC=1)O.C([O-])([O-])=O.[Na+].[Na+].Cl[C:33]([O:35][CH2:36][CH3:37])=[O:34]. Product: [Br:1][C:2]1[C:10]2[NH:9][C@H:8]3[CH2:11][CH2:12][N:13]([C:33]([O:35][CH2:36][CH3:37])=[O:34])[CH2:14][C@H:7]3[C:6]=2[CH:5]=[CH:4][CH:3]=1. The catalyst class is: 1. (5) Reactant: [CH2:1]([C:8]1[S:9][C:10]([CH3:41])=[C:11]([CH3:40])[C:12]=1[C:13]([C:15]1[CH:34]=[CH:33][C:18]([O:19][S:20]([C:23]2[CH:31]=[CH:30][C:26]([C:27]([OH:29])=[O:28])=[C:25]([OH:32])[CH:24]=2)(=[O:22])=[O:21])=[C:17]([CH:35]2[CH2:39][CH2:38][CH2:37][CH2:36]2)[CH:16]=1)=[O:14])[C:2]1[CH:7]=[CH:6][CH:5]=[CH:4][CH:3]=1.[I-].[Mg+2].[I-].[C:45](OC(=O)C)(=[O:47])[CH3:46]. Product: [C:45]([O:32][C:25]1[CH:24]=[C:23]([S:20]([O:19][C:18]2[CH:33]=[CH:34][C:15]([C:13]([C:12]3[C:11]([CH3:40])=[C:10]([CH3:41])[S:9][C:8]=3[CH2:1][C:2]3[CH:7]=[CH:6][CH:5]=[CH:4][CH:3]=3)=[O:14])=[CH:16][C:17]=2[CH:35]2[CH2:39][CH2:38][CH2:37][CH2:36]2)(=[O:22])=[O:21])[CH:31]=[CH:30][C:26]=1[C:27]([OH:29])=[O:28])(=[O:47])[CH3:46]. The catalyst class is: 28. (6) Reactant: [CH3:1][C:2]1[N:7]=[CH:6][C:5]([CH2:8]O)=[CH:4][CH:3]=1.S(Cl)([Cl:12])=O. Product: [ClH:12].[Cl:12][CH2:8][C:5]1[CH:4]=[CH:3][C:2]([CH3:1])=[N:7][CH:6]=1. The catalyst class is: 11. (7) Reactant: [N:1]1[C:10]2[C:5](=[CH:6][CH:7]=[CH:8][N:9]=2)[C:4]([C:11]([OH:13])=[O:12])=[CH:3][CH:2]=1.S(Cl)(Cl)=O.[CH3:18]O. Product: [N:1]1[C:10]2[C:5](=[CH:6][CH:7]=[CH:8][N:9]=2)[C:4]([C:11]([O:13][CH3:18])=[O:12])=[CH:3][CH:2]=1. The catalyst class is: 3. (8) Reactant: Br[C:2]1[CH:7]=[CH:6][C:5]([S:8]([N:11]2[CH2:16][CH2:15][O:14][CH2:13][CH2:12]2)(=[O:10])=[O:9])=[CH:4][CH:3]=1.[C:17]([C:19]1[N:23]([CH3:24])[C:22](B(O)O)=[CH:21][CH:20]=1)#[N:18].[F-].[K+].C(P(C(C)(C)C)C(C)(C)C)(C)(C)C. Product: [CH3:24][N:23]1[C:22]([C:2]2[CH:7]=[CH:6][C:5]([S:8]([N:11]3[CH2:16][CH2:15][O:14][CH2:13][CH2:12]3)(=[O:10])=[O:9])=[CH:4][CH:3]=2)=[CH:21][CH:20]=[C:19]1[C:17]#[N:18]. The catalyst class is: 110.